Dataset: Forward reaction prediction with 1.9M reactions from USPTO patents (1976-2016). Task: Predict the product of the given reaction. (1) Given the reactants [CH3:1][S:2][C:3](=[NH:8])[NH:4][N+:5]([O-:7])=[O:6].[C:9]([O-])([O-])=O.[Cs+].[Cs+].CI, predict the reaction product. The product is: [N+:5]([NH:4][C:3]([S:2][CH3:1])=[N:8][CH3:9])([O-:7])=[O:6]. (2) Given the reactants C([Li])CCC.[CH:6]1([C:9]2[C:14]([O:15][CH2:16][O:17][CH3:18])=[CH:13][CH:12]=[C:11]([CH2:19][O:20][Si:21]([CH:28]([CH3:30])[CH3:29])([CH:25]([CH3:27])[CH3:26])[CH:22]([CH3:24])[CH3:23])[N:10]=2)[CH2:8][CH2:7]1.C[O:32]B(OC)OC.OO.[OH-].[Na+], predict the reaction product. The product is: [CH:6]1([C:9]2[C:14]([O:15][CH2:16][O:17][CH3:18])=[C:13]([OH:32])[CH:12]=[C:11]([CH2:19][O:20][Si:21]([CH:25]([CH3:27])[CH3:26])([CH:22]([CH3:24])[CH3:23])[CH:28]([CH3:30])[CH3:29])[N:10]=2)[CH2:7][CH2:8]1. (3) Given the reactants [CH3:1][C:2]1[NH:3][C:4]2[C:9]([C:10](=O)[N:11]=1)=[N:8][C:7]([CH3:13])=[C:6]([CH3:14])[N:5]=2.[CH3:15][O:16][C:17]1[CH:25]=[CH:24][C:20]([CH2:21][CH2:22][NH2:23])=[CH:19][CH:18]=1.S([O-])([O-])(=O)=O.[NH4+].[NH4+].C(Cl)Cl, predict the reaction product. The product is: [CH3:15][O:16][C:17]1[CH:25]=[CH:24][C:20]([CH2:21][CH2:22][NH:23][C:10]2[C:9]3[C:4](=[N:5][C:6]([CH3:14])=[C:7]([CH3:13])[N:8]=3)[N:3]=[C:2]([CH3:1])[N:11]=2)=[CH:19][CH:18]=1. (4) Given the reactants C(OC(=O)[NH:7][C:8]([CH3:35])([CH3:34])[CH2:9][NH:10][CH:11]([C:15]1[N:24]([CH2:25][C:26]2[CH:31]=[CH:30][CH:29]=[CH:28][CH:27]=2)[C:23](=[O:32])[C:22]2[C:17](=[N:18][C:19]([Cl:33])=[CH:20][N:21]=2)[N:16]=1)[CH:12]([CH3:14])[CH3:13])(C)(C)C.FC(F)(F)C(O)=O, predict the reaction product. The product is: [NH2:7][C:8]([CH3:35])([CH3:34])[CH2:9][NH:10][CH:11]([C:15]1[N:24]([CH2:25][C:26]2[CH:31]=[CH:30][CH:29]=[CH:28][CH:27]=2)[C:23](=[O:32])[C:22]2[C:17](=[N:18][C:19]([Cl:33])=[CH:20][N:21]=2)[N:16]=1)[CH:12]([CH3:14])[CH3:13]. (5) The product is: [OH:62][C:56]1([C:50]2[CH:55]=[CH:54][CH:53]=[CH:52][CH:51]=2)[CH2:61][CH2:60][N:59]([C:29]([C:28]2[C:24]([CH3:23])=[N:25][O:26][C:27]=2[CH2:32][C:33]([C:34]2[CH:39]=[CH:38][CH:37]=[CH:36][CH:35]=2)=[O:40])=[O:31])[CH2:58][CH2:57]1. Given the reactants CN(C(ON1N=NC2C=CC=CC1=2)=[N+](C)C)C.[B-](F)(F)(F)F.[CH3:23][C:24]1[C:28]([C:29]([OH:31])=O)=[C:27]([CH2:32][C:33](=[O:40])[C:34]2[CH:39]=[CH:38][CH:37]=[CH:36][CH:35]=2)[O:26][N:25]=1.C(N(C(C)C)C(C)C)C.[C:50]1([C:56]2([OH:62])[CH2:61][CH2:60][NH:59][CH2:58][CH2:57]2)[CH:55]=[CH:54][CH:53]=[CH:52][CH:51]=1, predict the reaction product.